From a dataset of Catalyst prediction with 721,799 reactions and 888 catalyst types from USPTO. Predict which catalyst facilitates the given reaction. (1) Reactant: [C:1]([N:8]1[CH:12]=[CH:11][N:10]=C1)([N:3]1[CH:7]=[CH:6]N=C1)=[S:2].[CH3:13][O:14][C:15]1[CH:20]=[CH:19][C:18]([CH:21]([C:49]2[CH:54]=[CH:53][C:52]([O:55][CH3:56])=[CH:51][CH:50]=2)[N:22]2[C:26]3[C:27]4[C:32]([CH2:33][C:25]=3[C:24]([C:42]3[S:46]C(CN)=[CH:44][CH:43]=3)=[N:23]2)=[CH:31][C:30]([CH2:34][N:35]2[CH2:40][CH2:39][N:38]([CH3:41])[CH2:37][CH2:36]2)=[CH:29][CH:28]=4)=[CH:17][CH:16]=1.N[C:58]1[CH:59]=[C:60]([CH3:65])[CH:61]=CC=1N. Product: [NH2:10][C:11]1[CH:58]=[CH:59][C:60]([CH3:65])=[CH:61][C:12]=1[NH:8][C:1]([NH:3][CH2:7][C:6]1[S:46][C:42]([C:24]2[C:25]3[CH2:33][C:32]4[C:27](=[CH:28][CH:29]=[C:30]([CH2:34][N:35]5[CH2:40][CH2:39][N:38]([CH3:41])[CH2:37][CH2:36]5)[CH:31]=4)[C:26]=3[N:22]([CH:21]([C:18]3[CH:19]=[CH:20][C:15]([O:14][CH3:13])=[CH:16][CH:17]=3)[C:49]3[CH:50]=[CH:51][C:52]([O:55][CH3:56])=[CH:53][CH:54]=3)[N:23]=2)=[CH:43][CH:44]=1)=[S:2]. The catalyst class is: 852. (2) Reactant: C1(C[N:8]2[CH2:13][CH2:12][N:11](CC3C=CC=CC=3)[CH2:10][CH:9]2[C:21]2([OH:32])[CH2:24][N:23]([C:25]([O:27][C:28]([CH3:31])([CH3:30])[CH3:29])=[O:26])[CH2:22]2)C=CC=CC=1.[H][H]. Product: [OH:32][C:21]1([CH:9]2[CH2:10][NH:11][CH2:12][CH2:13][NH:8]2)[CH2:22][N:23]([C:25]([O:27][C:28]([CH3:31])([CH3:30])[CH3:29])=[O:26])[CH2:24]1. The catalyst class is: 19.